Dataset: Catalyst prediction with 721,799 reactions and 888 catalyst types from USPTO. Task: Predict which catalyst facilitates the given reaction. Reactant: [F:1][C:2]([F:19])([F:18])[CH:3]1[CH2:9][CH:8]2[N:10](C(OC(C)(C)C)=O)[CH:5]([CH2:6][CH2:7]2)[CH2:4]1.[ClH:20]. Product: [ClH:20].[F:19][C:2]([F:1])([F:18])[CH:3]1[CH2:4][CH:5]2[NH:10][CH:8]([CH2:7][CH2:6]2)[CH2:9]1. The catalyst class is: 12.